Dataset: Forward reaction prediction with 1.9M reactions from USPTO patents (1976-2016). Task: Predict the product of the given reaction. (1) Given the reactants [Cl:1][C:2]1[CH:11]=[C:10]2[C:5]([C:6]([N:12]3[CH2:17][CH2:16][NH:15][CH:14]([CH2:18][N:19]([CH3:21])[CH3:20])[CH2:13]3)=[N:7][CH:8]=[N:9]2)=[CH:4][C:3]=1[C:22]1[CH:27]=[CH:26][C:25]([Cl:28])=[CH:24][CH:23]=1.CCN(CC)CC.[C:36](Cl)(=[O:39])[CH:37]=[CH2:38], predict the reaction product. The product is: [Cl:1][C:2]1[CH:11]=[C:10]2[C:5]([C:6]([N:12]3[CH2:17][CH2:16][N:15]([C:36](=[O:39])[CH:37]=[CH2:38])[CH:14]([CH2:18][N:19]([CH3:21])[CH3:20])[CH2:13]3)=[N:7][CH:8]=[N:9]2)=[CH:4][C:3]=1[C:22]1[CH:27]=[CH:26][C:25]([Cl:28])=[CH:24][CH:23]=1. (2) Given the reactants O[C:2]1[CH:7]=[C:6]([CH3:8])[N:5]=[C:4]([N:9]2[CH2:13][CH2:12][CH2:11][CH:10]2[C:14]2[O:18][N:17]=[C:16]([C:19]3[CH:24]=[CH:23][CH:22]=[CH:21][N:20]=3)[CH:15]=2)[N:3]=1.[NH2:25][C:26]1[CH:30]=[C:29]([CH3:31])[NH:28][N:27]=1, predict the reaction product. The product is: [CH3:31][C:29]1[NH:28][N:27]=[C:26]([NH:25][C:2]2[CH:7]=[C:6]([CH3:8])[N:5]=[C:4]([N:9]3[CH2:13][CH2:12][CH2:11][CH:10]3[C:14]3[O:18][N:17]=[C:16]([C:19]4[CH:24]=[CH:23][CH:22]=[CH:21][N:20]=4)[CH:15]=3)[N:3]=2)[CH:30]=1. (3) Given the reactants [Cl:1][C:2]1[N:11]=[CH:10][C:9]2[N:8]([CH2:12][C:13]([OH:15])=O)[CH2:7][C@@H:6]3[CH2:16][O:17][CH2:18][CH2:19][N:5]3[C:4]=2[N:3]=1.CN(C(ON1N=NC2C=CC=NC1=2)=[N+](C)C)C.F[P-](F)(F)(F)(F)F.[CH3:44][N:45]1[CH:49]=[C:48]([NH2:50])[CH:47]=[N:46]1.C(N(CC)CC)C, predict the reaction product. The product is: [Cl:1][C:2]1[N:11]=[CH:10][C:9]2[N:8]([CH2:12][C:13]([NH:50][C:48]3[CH:47]=[N:46][N:45]([CH3:44])[CH:49]=3)=[O:15])[CH2:7][C@@H:6]3[CH2:16][O:17][CH2:18][CH2:19][N:5]3[C:4]=2[N:3]=1. (4) The product is: [CH3:1][O:2][C:3]1[CH:4]=[C:5]2[CH2:14][CH:13]([CH2:15][CH:16]3[CH2:17][CH2:18][N:19]([CH2:22][C:23]4[CH:28]=[CH:27][CH:26]=[CH:25][CH:24]=4)[CH2:20][CH2:21]3)[C:11](=[O:12])[C:6]2=[CH:7][C:8]=1[O:9][CH3:10].[C:34]([CH:32]([CH:30]([C:29]([O-:38])=[O:37])[OH:31])[OH:33])([O-:36])=[O:35]. Given the reactants [CH3:1][O:2][C:3]1[CH:4]=[C:5]2[CH2:14][CH:13]([CH2:15][CH:16]3[CH2:21][CH2:20][N:19]([CH2:22][C:23]4[CH:24]=[CH:25][CH:26]=[CH:27][CH:28]=4)[CH2:18][CH2:17]3)[C:11](=[O:12])[C:6]2=[CH:7][C:8]=1[O:9][CH3:10].[C:29]([OH:38])(=[O:37])[CH:30]([CH:32]([C:34]([OH:36])=[O:35])[OH:33])[OH:31], predict the reaction product. (5) Given the reactants C(N(C(C)C)C(C)C)C.C(P1(=O)OP(CCC)(=O)OP(CCC)(=O)O1)CC.[F:28][C:29]1[C:34]([O:35][CH3:36])=[CH:33][CH:32]=[CH:31][C:30]=1[C:37]1[CH:41]=[C:40]([CH2:42][CH2:43][C@@:44]([CH3:52])([S:48]([CH3:51])(=[O:50])=[O:49])[C:45](O)=[O:46])[O:39][N:38]=1.[O:53]1[CH2:58][CH2:57][CH2:56][CH2:55][CH:54]1[O:59][NH2:60], predict the reaction product. The product is: [F:28][C:29]1[C:34]([O:35][CH3:36])=[CH:33][CH:32]=[CH:31][C:30]=1[C:37]1[CH:41]=[C:40]([CH2:42][CH2:43][C@@:44]([CH3:52])([S:48]([CH3:51])(=[O:49])=[O:50])[C:45]([NH:60][O:59][CH:54]2[CH2:55][CH2:56][CH2:57][CH2:58][O:53]2)=[O:46])[O:39][N:38]=1.